Dataset: Full USPTO retrosynthesis dataset with 1.9M reactions from patents (1976-2016). Task: Predict the reactants needed to synthesize the given product. (1) Given the product [NH2:1][C:2]1[C:11]2[C:6](=[CH:7][C:8]([CH2:12][N:13]3[CH2:18][CH2:17][N:16]([C:30](=[O:31])[CH:29]=[CH:28][C:26]4[S:27][C:23]([Cl:22])=[CH:24][CH:25]=4)[C@@H:15]([CH2:19][CH3:20])[C:14]3=[O:21])=[CH:9][CH:10]=2)[N:5]=[CH:4][N:3]=1, predict the reactants needed to synthesize it. The reactants are: [NH2:1][C:2]1[C:11]2[C:6](=[CH:7][C:8]([CH2:12][N:13]3[CH2:18][CH2:17][NH:16][CH:15]([CH2:19][CH3:20])[C:14]3=[O:21])=[CH:9][CH:10]=2)[N:5]=[CH:4][N:3]=1.[Cl:22][C:23]1[S:27][C:26](/[CH:28]=[CH:29]/[C:30](O)=[O:31])=[CH:25][CH:24]=1. (2) Given the product [CH3:30][O:29][C:26]1[CH:27]=[C:28]2[C:23](=[CH:24][C:25]=1[O:31][CH3:32])[N:22]=[CH:21][CH:20]=[C:19]2[O:18][C:12]1[CH:11]=[CH:10][C:9]([OH:8])=[CH:14][C:13]=1[C:15](=[O:17])[CH3:16], predict the reactants needed to synthesize it. The reactants are: C([O:8][C:9]1[CH:10]=[CH:11][C:12]([O:18][C:19]2[C:28]3[C:23](=[CH:24][C:25]([O:31][CH3:32])=[C:26]([O:29][CH3:30])[CH:27]=3)[N:22]=[CH:21][CH:20]=2)=[C:13]([C:15](=[O:17])[CH3:16])[CH:14]=1)C1C=CC=CC=1.CS(O)(=O)=O.FC(F)(F)C(O)=O. (3) Given the product [Si:60]([O:59][C@H:15]([C:12]1[CH:13]=[CH:14][C:9]([OH:8])=[C:10]([CH2:67][OH:68])[CH:11]=1)[CH2:16][NH:17][CH2:18][CH2:19][C:20]1[CH:21]=[CH:22][C:23]([O:26][CH2:27][CH2:28][C:29]2[CH:34]=[CH:33][C:32]([OH:35])=[C:31]([C@@H:43]([C:53]3[CH:58]=[CH:57][CH:56]=[CH:55][CH:54]=3)[CH2:44][CH2:45][N:46]([CH:50]([CH3:52])[CH3:51])[CH:47]([CH3:49])[CH3:48])[CH:30]=2)=[CH:24][CH:25]=1)([C:63]([CH3:66])([CH3:64])[CH3:65])([CH3:62])[CH3:61], predict the reactants needed to synthesize it. The reactants are: C([O:8][C:9]1[CH:14]=[CH:13][C:12]([C@@H:15]([O:59][Si:60]([C:63]([CH3:66])([CH3:65])[CH3:64])([CH3:62])[CH3:61])[CH2:16][NH:17][CH2:18][CH2:19][C:20]2[CH:25]=[CH:24][C:23]([O:26][CH2:27][CH2:28][C:29]3[CH:34]=[CH:33][C:32]([O:35]CC4C=CC=CC=4)=[C:31]([C@@H:43]([C:53]4[CH:58]=[CH:57][CH:56]=[CH:55][CH:54]=4)[CH2:44][CH2:45][N:46]([CH:50]([CH3:52])[CH3:51])[CH:47]([CH3:49])[CH3:48])[CH:30]=3)=[CH:22][CH:21]=2)=[CH:11][C:10]=1[CH2:67][OH:68])C1C=CC=CC=1. (4) Given the product [CH3:28][N:16]([CH2:17][C:18]1[N:19]([CH3:27])[C:20]2[C:25]([CH:26]=1)=[CH:24][CH:23]=[CH:22][CH:21]=2)[C:14](=[O:15])/[CH:13]=[CH:12]/[C:9]1[CH:10]=[N:11][C:6]([NH:5][C:3]([NH:2][CH3:1])=[O:4])=[CH:7][CH:8]=1, predict the reactants needed to synthesize it. The reactants are: [CH3:1][N:2]=[C:3]=[O:4].[NH2:5][C:6]1[N:11]=[CH:10][C:9](/[CH:12]=[CH:13]/[C:14]([N:16]([CH3:28])[CH2:17][C:18]2[N:19]([CH3:27])[C:20]3[C:25]([CH:26]=2)=[CH:24][CH:23]=[CH:22][CH:21]=3)=[O:15])=[CH:8][CH:7]=1.C(N(CC)CC)C. (5) Given the product [F:19][C:18]([F:21])([F:20])[C:15]1[CH:16]=[CH:17][C:12]([CH2:11][C:8]2[CH:9]=[CH:10][C:5]([O:4][C:2]([N:31]3[CH2:32][CH2:33][CH:28]([CH2:27][C:24]4[CH:25]=[CH:26][S:22][CH:23]=4)[CH2:29][CH2:30]3)=[O:3])=[CH:6][CH:7]=2)=[CH:13][CH:14]=1, predict the reactants needed to synthesize it. The reactants are: Cl[C:2]([O:4][C:5]1[CH:10]=[CH:9][C:8]([CH2:11][C:12]2[CH:17]=[CH:16][C:15]([C:18]([F:21])([F:20])[F:19])=[CH:14][CH:13]=2)=[CH:7][CH:6]=1)=[O:3].[S:22]1[CH:26]=[CH:25][C:24]([CH2:27][CH:28]2[CH2:33][CH2:32][NH:31][CH2:30][CH2:29]2)=[CH:23]1. (6) Given the product [C:1]([O:5][C:6]([NH:8][CH2:9][C:10]([O:12][CH2:18][Cl:19])=[O:11])=[O:7])([CH3:4])([CH3:2])[CH3:3], predict the reactants needed to synthesize it. The reactants are: [C:1]([O:5][C:6]([NH:8][CH2:9][C:10]([OH:12])=[O:11])=[O:7])([CH3:4])([CH3:3])[CH3:2].C([O-])(O)=O.[Na+].[CH2:18](Cl)[Cl:19].